This data is from Retrosynthesis with 50K atom-mapped reactions and 10 reaction types from USPTO. The task is: Predict the reactants needed to synthesize the given product. (1) Given the product COc1ncc(-c2cc(N)cnc2OCCN(C)C)cn1, predict the reactants needed to synthesize it. The reactants are: CN(C)CCOc1ncc(N)cc1Br.COc1ncc(B(O)O)cn1. (2) Given the product C1=CCC(C=Cc2ccccc2)C=C1, predict the reactants needed to synthesize it. The reactants are: C(=Cc1ccccc1)c1ccccc1. (3) The reactants are: COc1ccc2ncc(Cl)c(CCCC3(C(=O)OCc4ccccc4)CCNCC3)c2c1.Fc1cccc(F)c1OCCBr. Given the product COc1ccc2ncc(Cl)c(CCCC3(C(=O)OCc4ccccc4)CCN(CCOc4c(F)cccc4F)CC3)c2c1, predict the reactants needed to synthesize it. (4) Given the product O=S(=O)(Nc1ccc(Cl)nn1)c1ccccc1-c1ccccc1, predict the reactants needed to synthesize it. The reactants are: Nc1ccc(Cl)nn1.O=S(=O)(Cl)c1ccccc1-c1ccccc1. (5) The reactants are: CNC(=O)N1CCN(CCC(=O)O)CC1.COc1nc2c(OCc3c(Cl)ccc(N(C)C(=O)CN)c3Cl)cccc2n1Cc1ccccn1. Given the product CNC(=O)N1CCN(CCC(=O)NCC(=O)N(C)c2ccc(Cl)c(COc3cccc4c3nc(OC)n4Cc3ccccn3)c2Cl)CC1, predict the reactants needed to synthesize it. (6) Given the product Cc1cc(C2CCN(C(=O)OC(C)(C)C)CC2)c(C(F)(F)F)cc1C(=O)N(C(=N)N)C(=O)OCc1ccccc1, predict the reactants needed to synthesize it. The reactants are: Cc1cc(C2CCN(C(=O)OC(C)(C)C)CC2)c(C(F)(F)F)cc1C(=O)O.N=C(N)NC(=O)OCc1ccccc1.